Dataset: NCI-60 drug combinations with 297,098 pairs across 59 cell lines. Task: Regression. Given two drug SMILES strings and cell line genomic features, predict the synergy score measuring deviation from expected non-interaction effect. (1) Drug 1: CC12CCC3C(C1CCC2O)C(CC4=C3C=CC(=C4)O)CCCCCCCCCS(=O)CCCC(C(F)(F)F)(F)F. Drug 2: CNC(=O)C1=NC=CC(=C1)OC2=CC=C(C=C2)NC(=O)NC3=CC(=C(C=C3)Cl)C(F)(F)F. Cell line: SF-539. Synergy scores: CSS=-2.86, Synergy_ZIP=4.27, Synergy_Bliss=4.74, Synergy_Loewe=1.75, Synergy_HSA=-0.877. (2) Drug 1: CNC(=O)C1=NC=CC(=C1)OC2=CC=C(C=C2)NC(=O)NC3=CC(=C(C=C3)Cl)C(F)(F)F. Drug 2: CN(CC1=CN=C2C(=N1)C(=NC(=N2)N)N)C3=CC=C(C=C3)C(=O)NC(CCC(=O)O)C(=O)O. Cell line: MOLT-4. Synergy scores: CSS=37.1, Synergy_ZIP=-1.79, Synergy_Bliss=-2.23, Synergy_Loewe=-52.3, Synergy_HSA=-0.723. (3) Drug 1: C1CCN(CC1)CCOC2=CC=C(C=C2)C(=O)C3=C(SC4=C3C=CC(=C4)O)C5=CC=C(C=C5)O. Drug 2: C1=CC(=CC=C1CCCC(=O)O)N(CCCl)CCCl. Cell line: HOP-92. Synergy scores: CSS=38.4, Synergy_ZIP=5.50, Synergy_Bliss=0.316, Synergy_Loewe=4.95, Synergy_HSA=3.22. (4) Drug 1: C1=CC(=CC=C1C#N)C(C2=CC=C(C=C2)C#N)N3C=NC=N3. Drug 2: C1=NC2=C(N1)C(=S)N=CN2. Cell line: HS 578T. Synergy scores: CSS=35.7, Synergy_ZIP=-3.04, Synergy_Bliss=0.106, Synergy_Loewe=-5.54, Synergy_HSA=-0.221. (5) Drug 1: CC12CCC3C(C1CCC2=O)CC(=C)C4=CC(=O)C=CC34C. Drug 2: CCN(CC)CCNC(=O)C1=C(NC(=C1C)C=C2C3=C(C=CC(=C3)F)NC2=O)C. Cell line: SF-539. Synergy scores: CSS=12.3, Synergy_ZIP=-1.22, Synergy_Bliss=-0.245, Synergy_Loewe=-1.95, Synergy_HSA=0.226.